Dataset: Peptide-MHC class I binding affinity with 185,985 pairs from IEDB/IMGT. Task: Regression. Given a peptide amino acid sequence and an MHC pseudo amino acid sequence, predict their binding affinity value. This is MHC class I binding data. (1) The peptide sequence is FPIAKVEPV. The MHC is HLA-B35:01 with pseudo-sequence HLA-B35:01. The binding affinity (normalized) is 0.664. (2) The peptide sequence is MDSNTVSSF. The MHC is HLA-B54:01 with pseudo-sequence HLA-B54:01. The binding affinity (normalized) is 0.302. (3) The peptide sequence is FLFLMSGKGI. The MHC is HLA-B51:01 with pseudo-sequence HLA-B51:01. The binding affinity (normalized) is 0.203.